From a dataset of Forward reaction prediction with 1.9M reactions from USPTO patents (1976-2016). Predict the product of the given reaction. Given the reactants Br[C:2]1[CH:3]=[C:4]([C:9]2[N:13]=[C:12]([C:14]3[CH:19]=[CH:18][C:17]([F:20])=[CH:16][N:15]=3)[O:11][N:10]=2)[CH:5]=[C:6]([F:8])[CH:7]=1.B1([C:27]2[CH:32]=[CH:31][CH:30]=[N:29][CH:28]=2)OCCCO1.COCCOC.C(=O)([O-])[O-].[Na+].[Na+], predict the reaction product. The product is: [F:20][C:17]1[CH:18]=[CH:19][C:14]([C:12]2[O:11][N:10]=[C:9]([C:4]3[CH:3]=[C:2]([C:27]4[CH:28]=[N:29][CH:30]=[CH:31][CH:32]=4)[CH:7]=[C:6]([F:8])[CH:5]=3)[N:13]=2)=[N:15][CH:16]=1.